Dataset: Forward reaction prediction with 1.9M reactions from USPTO patents (1976-2016). Task: Predict the product of the given reaction. (1) Given the reactants Cl[C:2]1[N:7]=[CH:6][C:5]([O:8][CH2:9][CH2:10][C@H:11]([CH:13]2[CH2:18][CH2:17][N:16]([C:19]3[O:23][N:22]=[C:21]([CH:24]([CH3:26])[CH3:25])[N:20]=3)[CH2:15][CH2:14]2)[CH3:12])=[CH:4][N:3]=1.Cl.C1C2C(COC(=O)[NH:44][C@H:45]3[C@H:49]([C:50]4[CH:55]=[CH:54][CH:53]=[CH:52][C:51]=4[F:56])[CH2:48][NH:47][CH2:46]3)C3C(=CC=CC=3)C=2C=CC=1.CC(OC)(C)C, predict the reaction product. The product is: [F:56][C:51]1[CH:52]=[CH:53][CH:54]=[CH:55][C:50]=1[C@@H:49]1[CH2:48][N:47]([C:2]2[N:7]=[CH:6][C:5]([O:8][CH2:9][CH2:10][C@H:11]([CH:13]3[CH2:18][CH2:17][N:16]([C:19]4[O:23][N:22]=[C:21]([CH:24]([CH3:26])[CH3:25])[N:20]=4)[CH2:15][CH2:14]3)[CH3:12])=[CH:4][N:3]=2)[CH2:46][C@H:45]1[NH2:44]. (2) Given the reactants C(OC([N:11]1[CH2:14][CH2:13][C@H:12]1[CH2:15][O:16][C:17]1[CH:18]=[C:19]([N:23]2[CH2:28][CH:27]3[CH:25]([CH2:26]3)[CH2:24]2)[CH:20]=[N:21][CH:22]=1)=O)C1C=CC=CC=1.[C:29]([OH:38])(=[O:37])[C@@H:30]([C@H:32]([C:34]([OH:36])=[O:35])[OH:33])[OH:31], predict the reaction product. The product is: [C:34]([C@@H:32]([C@H:30]([C:29]([OH:38])=[O:37])[OH:31])[OH:33])([OH:36])=[O:35].[NH:11]1[CH2:14][CH2:13][C@H:12]1[CH2:15][O:16][C:17]1[CH:18]=[C:19]([N:23]2[CH2:24][CH:25]3[CH:27]([CH2:26]3)[CH2:28]2)[CH:20]=[N:21][CH:22]=1. (3) Given the reactants [Cl:1][C:2]1[CH:7]=[CH:6][CH:5]=[CH:4][C:3]=1[CH:8]([C:23]1[CH:28]=[CH:27][C:26]([C:29]([F:32])([F:31])[F:30])=[CH:25][CH:24]=1)[O:9][C:10]1[CH:19]=[CH:18][C:17]([N+:20]([O-])=O)=[CH:16][C:11]=1[C:12]([O:14][CH3:15])=[O:13].[Cl-].[Ca+2].[Cl-].C(O)C, predict the reaction product. The product is: [NH2:20][C:17]1[CH:18]=[CH:19][C:10]([O:9][CH:8]([C:3]2[CH:4]=[CH:5][CH:6]=[CH:7][C:2]=2[Cl:1])[C:23]2[CH:28]=[CH:27][C:26]([C:29]([F:30])([F:31])[F:32])=[CH:25][CH:24]=2)=[C:11]([CH:16]=1)[C:12]([O:14][CH3:15])=[O:13].